From a dataset of Forward reaction prediction with 1.9M reactions from USPTO patents (1976-2016). Predict the product of the given reaction. (1) The product is: [Cl:8][C:6]1[CH:5]=[CH:4][C:3]([S:9]([NH2:12])(=[O:11])=[O:10])=[C:2]([NH:1][S:23](/[CH:22]=[CH:21]/[C:16]2[CH:17]=[CH:18][CH:19]=[CH:20][C:15]=2[O:14][CH3:13])(=[O:25])=[O:24])[CH:7]=1. Given the reactants [NH2:1][C:2]1[CH:7]=[C:6]([Cl:8])[CH:5]=[CH:4][C:3]=1[S:9]([NH2:12])(=[O:11])=[O:10].[CH3:13][O:14][C:15]1[CH:20]=[CH:19][CH:18]=[CH:17][C:16]=1/[CH:21]=[CH:22]/[S:23](Cl)(=[O:25])=[O:24], predict the reaction product. (2) Given the reactants [H-].[Na+].O1CCCC1.[Br:8][C:9]1[CH:10]=[C:11]([C:16]2[C:17]([C:21]3[CH:26]=[CH:25][CH:24]=[C:23]([CH3:27])[N:22]=3)=[N:18][NH:19][CH:20]=2)[CH:12]=[CH:13][C:14]=1[F:15].[CH3:28][Si:29]([CH3:36])([CH3:35])[CH2:30][CH2:31][O:32][CH2:33]Cl, predict the reaction product. The product is: [Br:8][C:9]1[CH:10]=[C:11]([C:16]2[C:17]([C:21]3[CH:26]=[CH:25][CH:24]=[C:23]([CH3:27])[N:22]=3)=[N:18][N:19]([CH2:33][O:32][CH2:31][CH2:30][Si:29]([CH3:36])([CH3:35])[CH3:28])[CH:20]=2)[CH:12]=[CH:13][C:14]=1[F:15]. (3) Given the reactants Cl.[NH2:2][C@@H](CC1C=C(F)C=C(F)C=1)[C@H](O)CNC1(C2C=CC=C(C(F)(F)F)C=2)CC1.[CH3:30][S:31]([NH:34][C:35]1[CH:36]=[C:37]([C:53]([OH:55])=O)[C:38]2[CH2:39][CH2:40][N:41]([CH:46]([CH2:50][CH2:51][CH3:52])[CH2:47][CH2:48][CH3:49])[C:42](=[O:45])[C:43]=2[CH:44]=1)(=[O:33])=[O:32].ON1C2N=CC=CC=2N=N1.Cl.CN(C)CCCN=C=NCC, predict the reaction product. The product is: [CH3:30][S:31]([NH:34][C:35]1[CH:36]=[C:37]([C:53]([NH2:2])=[O:55])[C:38]2[CH2:39][CH2:40][N:41]([CH:46]([CH2:50][CH2:51][CH3:52])[CH2:47][CH2:48][CH3:49])[C:42](=[O:45])[C:43]=2[CH:44]=1)(=[O:32])=[O:33]. (4) Given the reactants [S:1]([C:5]1[CH:6]=[C:7]([CH:12]=[CH:13][CH:14]=1)[C:8](OC)=[O:9])(=[O:4])(=[O:3])[NH2:2].[NH2:15][NH2:16], predict the reaction product. The product is: [NH:15]([C:8]([C:7]1[CH:6]=[C:5]([S:1]([NH2:2])(=[O:4])=[O:3])[CH:14]=[CH:13][CH:12]=1)=[O:9])[NH2:16]. (5) Given the reactants C([SiH](C(C)C)C(C)C)(C)C.FC(F)(F)C(O)=O.[C:18]1([S:24]([N:27]2[C:31]3=[N:32][CH:33]=[C:34]([N:36]4[CH2:41][CH2:40][O:39][CH2:38][CH2:37]4)[CH:35]=[C:30]3[C:29]([C:42]3[CH:43]=[N:44][N:45](C(C4C=CC=CC=4)(C4C=CC=CC=4)C4C=CC=CC=4)[CH:46]=3)=[CH:28]2)(=[O:26])=[O:25])[CH:23]=[CH:22][CH:21]=[CH:20][CH:19]=1.C([O-])(O)=O.[Na+], predict the reaction product. The product is: [C:18]1([S:24]([N:27]2[C:31]3=[N:32][CH:33]=[C:34]([N:36]4[CH2:37][CH2:38][O:39][CH2:40][CH2:41]4)[CH:35]=[C:30]3[C:29]([C:42]3[CH:46]=[N:45][NH:44][CH:43]=3)=[CH:28]2)(=[O:26])=[O:25])[CH:19]=[CH:20][CH:21]=[CH:22][CH:23]=1. (6) Given the reactants Br[C:2]1[CH:3]=[C:4]([C:13]2[C:25]([F:26])=[CH:24][C:16]([C:17]([NH:19][S:20]([CH3:23])(=[O:22])=[O:21])=[O:18])=[C:15]([F:27])[CH:14]=2)[CH:5]=[N:6][C:7]=1[O:8][CH2:9][CH:10]([CH3:12])[CH3:11].[F:28][C:29]1[CH:30]=[C:31](B(O)O)[C:32]([O:35][CH3:36])=[N:33][CH:34]=1.C(=O)([O-])[O-].[K+].[K+].O1CCOCC1, predict the reaction product. The product is: [F:27][C:15]1[CH:14]=[C:13]([C:4]2[CH:3]=[C:2]([C:31]3[C:32]([O:35][CH3:36])=[N:33][CH:34]=[C:29]([F:28])[CH:30]=3)[C:7]([O:8][CH2:9][CH:10]([CH3:12])[CH3:11])=[N:6][CH:5]=2)[C:25]([F:26])=[CH:24][C:16]=1[C:17]([NH:19][S:20]([CH3:23])(=[O:22])=[O:21])=[O:18]. (7) Given the reactants [F:1][C:2]([F:14])([F:13])[C:3]1[C:7]([C:8]([O:10]CC)=[O:9])=[CH:6][NH:5][N:4]=1.[C:15]1(B(O)O)[CH:20]=[CH:19][CH:18]=[CH:17][CH:16]=1.N1C=CC=CC=1.[OH-].[Na+], predict the reaction product. The product is: [C:15]1([N:5]2[CH:6]=[C:7]([C:8]([OH:10])=[O:9])[C:3]([C:2]([F:1])([F:13])[F:14])=[N:4]2)[CH:20]=[CH:19][CH:18]=[CH:17][CH:16]=1. (8) Given the reactants [Cl:1][C:2]1[N:10]=[C:9]2[C:5]([N:6]=[CH:7][N:8]2[CH2:11][CH2:12][CH3:13])=[C:4](Cl)[N:3]=1.[NH2:15][C:16]1[CH:21]=[CH:20][CH:19]=[CH:18][CH:17]=1.C(N(CC)CC)C, predict the reaction product. The product is: [Cl:1][C:2]1[N:10]=[C:9]2[C:5]([N:6]=[CH:7][N:8]2[CH2:11][CH2:12][CH3:13])=[C:4]([NH:15][C:16]2[CH:21]=[CH:20][CH:19]=[CH:18][CH:17]=2)[N:3]=1. (9) Given the reactants [Br:1][C:2]1[C:10]2[C:5](=[CH:6][C:7]([N+:12]([O-:14])=[O:13])=[C:8]([CH3:11])[CH:9]=2)[N:4]([C:15]([C:28]2[CH:33]=[CH:32][CH:31]=[CH:30][CH:29]=2)([C:22]2[CH:27]=[CH:26][CH:25]=[CH:24][CH:23]=2)[C:16]2[CH:21]=[CH:20][CH:19]=[CH:18][CH:17]=2)[N:3]=1.C1C(=O)N(Br)C(=O)C1.CC(N=NC(C#N)(C)C)(C#N)C.[F:54][C:55]1[CH:60]=[CH:59][C:58]([CH2:61][NH2:62])=[CH:57][CH:56]=1, predict the reaction product. The product is: [Br:1][C:2]1[C:10]2[C:5](=[CH:6][C:7]([N+:12]([O-:14])=[O:13])=[C:8]([CH2:11][NH:62][CH2:61][C:58]3[CH:59]=[CH:60][C:55]([F:54])=[CH:56][CH:57]=3)[CH:9]=2)[N:4]([C:15]([C:28]2[CH:33]=[CH:32][CH:31]=[CH:30][CH:29]=2)([C:22]2[CH:23]=[CH:24][CH:25]=[CH:26][CH:27]=2)[C:16]2[CH:21]=[CH:20][CH:19]=[CH:18][CH:17]=2)[N:3]=1. (10) The product is: [CH:11]1[CH:10]=[CH:9][C:8]([P:7]([P:20]([C:22]2[CH:23]=[CH:24][CH:25]=[CH:26][CH:27]=2)[C:14]2[CH:19]=[CH:18][CH:17]=[CH:16][CH:15]=2)[C:1]2[CH:2]=[CH:3][CH:4]=[CH:5][CH:6]=2)=[CH:13][CH:12]=1. Given the reactants [C:1]1([PH:7][C:8]2[CH:13]=[CH:12][CH:11]=[CH:10][CH:9]=2)[CH:6]=[CH:5][CH:4]=[CH:3][CH:2]=1.[C:14]1([P:20]([C:22]2[CH:27]=[CH:26][CH:25]=[CH:24][CH:23]=2)Cl)[CH:19]=[CH:18][CH:17]=[CH:16][CH:15]=1.Cl, predict the reaction product.